This data is from Full USPTO retrosynthesis dataset with 1.9M reactions from patents (1976-2016). The task is: Predict the reactants needed to synthesize the given product. (1) Given the product [CH2:21]([NH:28][C:29](=[O:30])[NH:11][CH2:10][CH2:9][CH2:8][CH2:7][CH2:6][NH:5][C:3](=[O:4])[CH2:2][SH:1])[C:22]1[CH:27]=[CH:26][CH:25]=[CH:24][CH:23]=1, predict the reactants needed to synthesize it. The reactants are: [SH:1][CH2:2][C:3]([NH:5][CH2:6][CH2:7][CH2:8][CH2:9][CH2:10][NH:11]C(NC1C=CC=CC=1)=O)=[O:4].[CH2:21]([N:28]=[C:29]=[O:30])[C:22]1[CH:27]=[CH:26][CH:25]=[CH:24][CH:23]=1. (2) Given the product [O:38]=[C:37]1[CH2:39][CH2:40][C:41](=[O:42])[N:36]1[O:21][C:20](=[O:22])[CH2:19][CH2:18][CH2:17][CH2:16][CH2:15][CH2:14][CH2:13][NH:12][C:10](=[O:11])[CH2:9][CH2:8][N:3]1[C:4](=[O:7])[CH:5]=[CH:6][C:2]1=[O:1], predict the reactants needed to synthesize it. The reactants are: [O:1]=[C:2]1[CH:6]=[CH:5][C:4](=[O:7])[N:3]1[CH2:8][CH2:9][C:10]([NH:12][CH2:13][CH2:14][CH2:15][CH2:16][CH2:17][CH2:18][CH2:19][C:20]([OH:22])=[O:21])=[O:11].[B-](F)(F)(F)F.CN(C(O[N:36]1[C:41](=[O:42])[CH2:40][CH2:39][C:37]1=[O:38])=[N+](C)C)C.CCN(C(C)C)C(C)C. (3) Given the product [CH:40]1([N:13]2[C:14](=[O:27])[C@@H:15]([NH:16][C:17](=[O:26])[O:18][CH2:19][C:20]3[CH:25]=[CH:24][CH:23]=[CH:22][CH:21]=3)[C@H:9]([C:3]3[CH:4]=[C:5]([F:8])[CH:6]=[CH:7][C:2]=3[F:1])[S:10][C:11]3[CH:31]=[CH:30][CH:29]=[CH:28][C:12]2=3)[CH2:39][CH2:38][CH2:37][CH:36]=[CH:35]1, predict the reactants needed to synthesize it. The reactants are: [F:1][C:2]1[CH:7]=[CH:6][C:5]([F:8])=[CH:4][C:3]=1[C@H:9]1[C@@H:15]([NH:16][C:17](=[O:26])[O:18][CH2:19][C:20]2[CH:25]=[CH:24][CH:23]=[CH:22][CH:21]=2)[C:14](=[O:27])[NH:13][C:12]2[CH:28]=[CH:29][CH:30]=[CH:31][C:11]=2[S:10]1.[OH-].[K+].Br[CH:35]1[CH2:40][CH2:39][CH2:38][CH:37]=[CH:36]1. (4) Given the product [CH3:1][O:2][C:3]1[CH:4]=[CH:5][C:6]2[NH:12][C:11](=[O:13])[N:10]([CH:14]3[CH2:19][CH2:18][N:17]([C:22]4[CH:23]=[C:24]([C:28]([C:30]5[CH:31]=[C:32]([CH3:39])[C:33]6[O:37][CH2:36][CH2:35][C:34]=6[CH:38]=5)=[O:29])[N:25]=[CH:26][N:27]=4)[CH2:16][CH2:15]3)[CH2:9][CH2:8][C:7]=2[CH:20]=1, predict the reactants needed to synthesize it. The reactants are: [CH3:1][O:2][C:3]1[CH:4]=[CH:5][C:6]2[NH:12][C:11](=[O:13])[N:10]([CH:14]3[CH2:19][CH2:18][NH:17][CH2:16][CH2:15]3)[CH2:9][CH2:8][C:7]=2[CH:20]=1.Cl[C:22]1[N:27]=[CH:26][N:25]=[C:24]([C:28]([C:30]2[CH:31]=[C:32]([CH3:39])[C:33]3[O:37][CH2:36][CH2:35][C:34]=3[CH:38]=2)=[O:29])[CH:23]=1.CCN(C(C)C)C(C)C. (5) Given the product [Cl:1][C:2]1[C:10]2[N:9]=[C:8]([CH2:11][CH3:12])[N:7]([CH2:22][C:23]3[N:27]=[C:26]([C:28]4[CH:33]=[CH:32][CH:31]=[C:30]([C:34]([F:37])([F:35])[F:36])[CH:29]=4)[O:25][N:24]=3)[C:6]=2[CH:5]=[CH:4][C:3]=1[C:13]#[N:14], predict the reactants needed to synthesize it. The reactants are: [Cl:1][C:2]1[C:10]2[N:9]=[C:8]([CH2:11][CH3:12])[NH:7][C:6]=2[CH:5]=[CH:4][C:3]=1[C:13]#[N:14].C([O-])([O-])=O.[Cs+].[Cs+].Cl[CH2:22][C:23]1[N:27]=[C:26]([C:28]2[CH:33]=[CH:32][CH:31]=[C:30]([C:34]([F:37])([F:36])[F:35])[CH:29]=2)[O:25][N:24]=1. (6) Given the product [N+:18]([C:16]1[N:15]=[C:13]2[N:12]([CH:17]=1)[CH2:11][CH:10]([CH2:9][OH:8])[O:14]2)([O-:20])=[O:19], predict the reactants needed to synthesize it. The reactants are: [Si]([O:8][CH2:9][CH:10]1[O:14][C:13]2=[N:15][C:16]([N+:18]([O-:20])=[O:19])=[CH:17][N:12]2[CH2:11]1)(C(C)(C)C)(C)C.Cl.N. (7) Given the product [CH3:3][CH:11]([C:10](=[O:9])[CH3:19])[C:12]([O:14][C:15]([CH3:18])([CH3:17])[CH3:16])=[O:13], predict the reactants needed to synthesize it. The reactants are: CI.[C:3]([O-])([O-])=O.[K+].[K+].[O:9]=[C:10]([CH3:19])[CH2:11][C:12]([O:14][C:15]([CH3:18])([CH3:17])[CH3:16])=[O:13]. (8) Given the product [CH3:1][O:2][C:3](=[O:24])[C:4]([NH:7][C:8]([C:10]1[CH:19]=[CH:18][C:17]2[CH2:16][CH2:15][CH2:14][CH2:13][C:12]=2[C:11]=1[OH:20])=[O:9])([CH3:6])[CH3:5], predict the reactants needed to synthesize it. The reactants are: [CH3:1][O:2][C:3](=[O:24])[C:4]([NH:7][C:8]([C:10]1[CH:19]=[CH:18][C:17]2[CH2:16][CH2:15][CH2:14][CH2:13][C:12]=2[C:11]=1[O:20]COC)=[O:9])([CH3:6])[CH3:5]. (9) Given the product [CH3:24][N:7]([CH2:6][C:5]1[CH:4]=[CH:3][C:2]([CH3:1])=[CH:21][CH:20]=1)[C:8]([C:10]12[CH2:19][CH:14]3[CH2:13][CH:12]([CH2:18][CH:16]([CH2:15]3)[CH2:17]1)[CH2:11]2)=[O:9], predict the reactants needed to synthesize it. The reactants are: [CH3:1][C:2]1[CH:21]=[CH:20][C:5]([CH2:6][NH:7][C:8]([C:10]23[CH2:19][CH:14]4[CH2:15][CH:16]([CH2:18][CH:12]([CH2:13]4)[CH2:11]2)[CH2:17]3)=[O:9])=[CH:4][CH:3]=1.[H-].[Na+].[CH3:24]I.